Dataset: Forward reaction prediction with 1.9M reactions from USPTO patents (1976-2016). Task: Predict the product of the given reaction. (1) Given the reactants C([O:8][C:9]1[C:14]([C:15]([O:17][CH3:18])=[O:16])=[CH:13][C:12]([C:19]([O:21][CH3:22])=[O:20])=[C:11]([CH2:23][CH3:24])[N:10]=1)C1C=CC=CC=1.C1COCC1.[H][H], predict the reaction product. The product is: [CH2:23]([C:11]1[C:12]([C:19]([O:21][CH3:22])=[O:20])=[CH:13][C:14]([C:15]([O:17][CH3:18])=[O:16])=[C:9]([OH:8])[N:10]=1)[CH3:24]. (2) Given the reactants [CH2:1]([O:3][C:4](=[O:21])[C:5]1[CH:10]=[CH:9][C:8]([N:11]=[CH:12][C:13]2[CH:18]=[C:17]([CH3:19])[CH:16]=[C:15]([Br:20])[CH:14]=2)=[CH:7][CH:6]=1)[CH3:2].[CH:22](=[O:26])[CH:23]([CH3:25])[CH3:24].O, predict the reaction product. The product is: [CH2:1]([O:3][C:4]([C:5]1[CH:6]=[C:7]2[C:8](=[CH:9][CH:10]=1)[NH:11][CH:12]([C:13]1[CH:18]=[C:17]([CH3:19])[CH:16]=[C:15]([Br:20])[CH:14]=1)[C:23]([CH3:25])([CH3:24])[CH:22]2[OH:26])=[O:21])[CH3:2]. (3) Given the reactants [OH:1][C:2]([C:9]1[S:10][CH:11]=[C:12]([CH3:14])[N:13]=1)([CH3:8])[C:3](OCC)=[O:4].O.[NH2:16][NH2:17], predict the reaction product. The product is: [OH:1][C:2]([C:9]1[S:10][CH:11]=[C:12]([CH3:14])[N:13]=1)([CH3:8])[C:3]([NH:16][NH2:17])=[O:4]. (4) The product is: [Br:1][C:2]1[CH:3]=[C:4]([C:14]([NH:17][CH2:18][C:19]2[C:20](=[O:27])[NH:21][C:22]([CH3:26])=[CH:23][C:24]=2[CH3:25])=[O:16])[C:5]2[CH:6]=[N:7][N:8]([CH:11]3[CH2:12][CH2:13]3)[C:9]=2[CH:10]=1. Given the reactants [Br:1][C:2]1[CH:3]=[C:4]([C:14]([OH:16])=O)[C:5]2[CH:6]=[N:7][N:8]([CH:11]3[CH2:13][CH2:12]3)[C:9]=2[CH:10]=1.[NH2:17][CH2:18][C:19]1[C:20](=[O:27])[NH:21][C:22]([CH3:26])=[CH:23][C:24]=1[CH3:25], predict the reaction product. (5) The product is: [CH:2]([C:3]1[CH2:8][N:7]([C:9]([O:11][C:12]([CH3:15])([CH3:14])[CH3:13])=[O:10])[CH2:6][CH2:5][CH:4]=1)=[O:1]. Given the reactants [OH:1][CH2:2][C:3]1[CH2:8][N:7]([C:9]([O:11][C:12]([CH3:15])([CH3:14])[CH3:13])=[O:10])[CH2:6][CH2:5][CH:4]=1, predict the reaction product. (6) Given the reactants C(SC)(=O)[S:2][CH:3]([CH2:6][CH2:7][CH2:8][CH2:9][CH2:10][CH2:11][CH2:12][CH2:13][CH2:14][CH3:15])[CH:4]=[CH2:5].C(CN)O, predict the reaction product. The product is: [CH2:5]=[CH:4][CH:3]([SH:2])[CH2:6][CH2:7][CH2:8][CH2:9][CH2:10][CH2:11][CH2:12][CH2:13][CH2:14][CH3:15]. (7) Given the reactants [CH3:1][N:2]1[C@@H:18]2[CH2:19][C:7]3[CH:8]=[CH:9][C:10]([O:21][CH3:22])=[C:11]4[O:12][C@H:13]5[C@@H:14](O)[CH:15]=[CH:16][C@@H:17]2[C@:5]5([C:6]=34)[CH2:4][CH2:3]1.O.CS(O)(=O)=O.CS(O)(=O)=O.O=P12OP3(OP(OP(O3)(O1)=O)(=O)O2)=O, predict the reaction product. The product is: [CH3:1][N:2]1[C@@H:18]2[CH2:19][C:7]3[CH:8]=[CH:9][C:10]([O:21][CH3:22])=[C:11]([OH:12])[C:6]=3[C:16]3=[C:17]2[C:5](=[CH:13][CH:14]=[CH:15]3)[CH2:4][CH2:3]1.